Task: Predict the reactants needed to synthesize the given product.. Dataset: Full USPTO retrosynthesis dataset with 1.9M reactions from patents (1976-2016) (1) Given the product [C:39]([O:41][C:10]([N:11]1[C@H:12]([CH2:14][C:15]2[CH:20]=[CH:19][C:18]([C:21]3[CH:26]=[CH:25][CH:24]=[CH:23][CH:22]=3)=[CH:17][CH:16]=2)[CH2:13][C:46](=[CH2:36])[C:47]1=[O:48])=[O:35])([CH3:42])([CH3:40])[CH3:38], predict the reactants needed to synthesize it. The reactants are: C([C@@H]1[CH2:13][CH:12]([CH2:14][C:15]2[CH:20]=[CH:19][C:18]([C:21]3[CH:26]=[CH:25][CH:24]=[CH:23][CH:22]=3)=[CH:17][CH:16]=2)[N:11](/C=C/C2C=CC=CC=2)[C:10]1=[O:35])(=O)C1C=CC=CC=1.[CH2:36]=O.[CH3:38][C:39]([CH3:42])([O-:41])[CH3:40].[K+].CO[CH2:46][CH2:47][O:48]C. (2) Given the product [Cl:1][C:2]1[C:3](=[O:21])[NH:4][N:5]=[CH:6][C:7]=1[O:8][CH2:9][CH:10]1[CH2:14][CH2:13][CH2:12][CH2:11]1, predict the reactants needed to synthesize it. The reactants are: [Cl:1][C:2]1[C:3](=[O:21])[N:4](C2CCCCO2)[N:5]=[CH:6][C:7]=1[O:8][CH2:9][CH:10]1[CH2:14][CH2:13][CH2:12][CH2:11]1.Cl.[OH-].[Na+].